This data is from Full USPTO retrosynthesis dataset with 1.9M reactions from patents (1976-2016). The task is: Predict the reactants needed to synthesize the given product. (1) Given the product [CH3:1][O:2][C:3]1[CH:4]=[CH:5][C:6]([CH2:7][O:8][C:9]2[CH:10]=[CH:11][C:12]3[N:13]([CH:15]=[C:16]([NH:18][C:24]([CH:21]4[CH2:23][CH2:22]4)=[O:25])[N:17]=3)[CH:14]=2)=[CH:19][CH:20]=1, predict the reactants needed to synthesize it. The reactants are: [CH3:1][O:2][C:3]1[CH:20]=[CH:19][C:6]([CH2:7][O:8][C:9]2[CH:10]=[CH:11][C:12]3[N:13]([CH:15]=[C:16]([NH2:18])[N:17]=3)[CH:14]=2)=[CH:5][CH:4]=1.[CH:21]1([C:24](Cl)=[O:25])[CH2:23][CH2:22]1. (2) Given the product [CH:2]1([CH2:5][N:6]([CH2:19][CH:20]2[CH2:25][CH2:24][O:23][CH2:22][CH2:21]2)[C:7]2[C:8]([CH2:17][CH3:18])=[N:9][N:10]3[C:15]([C:31]4[C:30]([O:39][CH3:40])=[CH:29][C:28]([CH2:27][OH:26])=[CH:33][C:32]=4[O:34][CH3:35])=[CH:14][CH:13]=[CH:12][C:11]=23)[CH2:4][CH2:3]1, predict the reactants needed to synthesize it. The reactants are: Cl.[CH:2]1([CH2:5][N:6]([CH2:19][CH:20]2[CH2:25][CH2:24][O:23][CH2:22][CH2:21]2)[C:7]2[C:8]([CH2:17][CH3:18])=[N:9][N:10]3[C:15](I)=[CH:14][CH:13]=[CH:12][C:11]=23)[CH2:4][CH2:3]1.[OH:26][CH2:27][C:28]1[CH:33]=[C:32]([O:34][CH3:35])[C:31](B(O)O)=[C:30]([O:39][CH3:40])[CH:29]=1.C1(P(C2C=CC=CC=2)C2C=CC=CC=2)C=CC=CC=1.C(=O)([O-])[O-].[K+].[K+]. (3) Given the product [C:23]([O:22][C:20]([C@@H:16]1[CH2:17][CH2:18][CH2:19][N:15]1[CH2:14][CH2:13][N:12]1[CH2:11][CH2:10][S:9][C:8]2[CH:27]=[C:4]([NH:1][C:37]([C:33]3[S:32][CH:36]=[CH:35][CH:34]=3)=[NH:38])[CH:5]=[CH:6][C:7]1=2)=[O:21])([CH3:26])([CH3:25])[CH3:24], predict the reactants needed to synthesize it. The reactants are: [N+:1]([C:4]1[CH:5]=[CH:6][C:7]2[N:12]([CH2:13][CH2:14][N:15]3[CH2:19][CH2:18][CH2:17][C@H:16]3[C:20]([O:22][C:23]([CH3:26])([CH3:25])[CH3:24])=[O:21])[CH2:11][CH2:10][S:9][C:8]=2[CH:27]=1)([O-])=O.CCO.I.[S:32]1[CH:36]=[CH:35][CH:34]=[C:33]1[C:37](SC)=[NH:38].N. (4) The reactants are: Cl[C:2]1[CH:10]=[C:9]([C:11]([NH:13][CH:14]2[CH2:19][CH2:18][N:17]([CH3:20])[CH2:16][CH2:15]2)=[O:12])[C:8]([CH3:21])=[C:7]2[C:3]=1[C:4]1[CH:25]=[C:24]([CH3:26])[CH:23]=[N:22][C:5]=1[NH:6]2.[CH:27]1([C:30]([NH:32][C:33]2[CH:34]=[C:35](B(O)O)[CH:36]=[CH:37][CH:38]=2)=[O:31])[CH2:29][CH2:28]1.C(S(C1C=C(C2C=C(C(F)(F)F)C(C)=C([N+]([O-])=O)C=2C2C(F)=NC=C(C)C=2)C=CC=1)(=O)=O)C. Given the product [CH:27]1([C:30]([NH:32][C:33]2[CH:34]=[C:35]([C:2]3[CH:10]=[C:9]([C:11]([NH:13][CH:14]4[CH2:19][CH2:18][N:17]([CH3:20])[CH2:16][CH2:15]4)=[O:12])[C:8]([CH3:21])=[C:7]4[C:3]=3[C:4]3[CH:25]=[C:24]([CH3:26])[CH:23]=[N:22][C:5]=3[NH:6]4)[CH:36]=[CH:37][CH:38]=2)=[O:31])[CH2:29][CH2:28]1, predict the reactants needed to synthesize it. (5) Given the product [CH3:7][O:8][C:9]1[CH:10]=[C:11]([S:17]([N:20]2[CH:24]=[CH:23][C:22]([CH2:25][CH2:26][CH2:27][CH2:28][CH2:29][OH:30])=[CH:21]2)(=[O:18])=[O:19])[CH:12]=[CH:13][C:14]=1[O:15][CH3:16], predict the reactants needed to synthesize it. The reactants are: [H-].[H-].[H-].[H-].[Li+].[Al+3].[CH3:7][O:8][C:9]1[CH:10]=[C:11]([S:17]([N:20]2[CH:24]=[CH:23][C:22]([CH2:25][CH2:26][CH2:27][CH2:28][C:29](OCC)=[O:30])=[CH:21]2)(=[O:19])=[O:18])[CH:12]=[CH:13][C:14]=1[O:15][CH3:16].[Li+].[BH4-]. (6) Given the product [CH:2]1([NH:8][C:9]2[C:14]([CH3:15])=[C:13]([CH3:16])[N:12]=[C:11]([NH:33][CH2:32][C:31]3[CH:34]=[CH:35][C:28]([O:27][C:26]([F:36])([F:37])[F:25])=[CH:29][CH:30]=3)[N:10]=2)[CH2:3][CH2:4][CH2:5][CH2:6][CH2:7]1, predict the reactants needed to synthesize it. The reactants are: Cl.[CH:2]1([NH:8][C:9]2[C:14]([CH3:15])=[C:13]([CH3:16])[N:12]=[C:11](NCC3C=CC=CN=3)[N:10]=2)[CH2:7][CH2:6][CH2:5][CH2:4][CH2:3]1.[F:25][C:26]([F:37])([F:36])[O:27][C:28]1[CH:35]=[CH:34][C:31]([CH2:32][NH2:33])=[CH:30][CH:29]=1. (7) Given the product [CH3:18][CH:17]([N:8]1[CH2:7][CH2:6][C:5]2[C:10](=[CH:11][C:12]([N+:13]([O-:15])=[O:14])=[C:3]([O:2][CH3:1])[CH:4]=2)[CH2:9]1)[CH3:19], predict the reactants needed to synthesize it. The reactants are: [CH3:1][O:2][C:3]1[CH:4]=[C:5]2[C:10](=[CH:11][C:12]=1[N+:13]([O-:15])=[O:14])[CH2:9][NH:8][CH2:7][CH2:6]2.I[CH:17]([CH3:19])[CH3:18].C(=O)([O-])[O-].[K+].[K+].